This data is from NCI-60 drug combinations with 297,098 pairs across 59 cell lines. The task is: Regression. Given two drug SMILES strings and cell line genomic features, predict the synergy score measuring deviation from expected non-interaction effect. (1) Drug 1: C1CN(CCN1C(=O)CCBr)C(=O)CCBr. Drug 2: C1C(C(OC1N2C=NC3=C2NC=NCC3O)CO)O. Cell line: ACHN. Synergy scores: CSS=36.0, Synergy_ZIP=7.00, Synergy_Bliss=3.11, Synergy_Loewe=2.14, Synergy_HSA=0.734. (2) Drug 1: CC(CN1CC(=O)NC(=O)C1)N2CC(=O)NC(=O)C2. Drug 2: CC=C1C(=O)NC(C(=O)OC2CC(=O)NC(C(=O)NC(CSSCCC=C2)C(=O)N1)C(C)C)C(C)C. Cell line: HL-60(TB). Synergy scores: CSS=81.9, Synergy_ZIP=-3.90, Synergy_Bliss=-9.67, Synergy_Loewe=-18.3, Synergy_HSA=-7.07.